From a dataset of Full USPTO retrosynthesis dataset with 1.9M reactions from patents (1976-2016). Predict the reactants needed to synthesize the given product. Given the product [C:46](#[N:47])[C:40]1[C:41](=[CH:44][CH:45]=[CH:38][CH:39]=1)[C:42]#[N:43], predict the reactants needed to synthesize it. The reactants are: OC1C=CC(C(C2C=CC(O)=CC=2)(C)C)=CC=1.ClC[Si](CCl)(C)O[Si](C)(C)C.C([O-])([O-])=O.[K+].[K+].[N+]([C:38]1[CH:39]=[C:40]([C:46]#[N:47])[C:41](=[CH:44][CH:45]=1)[C:42]#[N:43])([O-])=O.Cl.